Predict the reactants needed to synthesize the given product. From a dataset of Full USPTO retrosynthesis dataset with 1.9M reactions from patents (1976-2016). (1) Given the product [Cl:1][C:2]1[CH:39]=[CH:38][CH:37]=[C:36]([CH:40]2[CH2:42][CH2:41]2)[C:3]=1[C:4]([N:6]1[C:14]2[C:9](=[CH:10][CH:11]=[C:12]([C:15]([N:17]3[CH2:18][CH:19]([O:21][CH3:22])[CH2:20]3)=[O:16])[CH:13]=2)[C:8]([C:23]2[CH2:28][CH2:27][CH:26]([C:29]([OH:31])=[O:30])[CH2:25][CH:24]=2)=[N:7]1)=[O:5], predict the reactants needed to synthesize it. The reactants are: [Cl:1][C:2]1[CH:39]=[CH:38][CH:37]=[C:36]([CH:40]2[CH2:42][CH2:41]2)[C:3]=1[C:4]([N:6]1[C:14]2[C:9](=[CH:10][CH:11]=[C:12]([C:15]([N:17]3[CH2:20][CH:19]([O:21][CH3:22])[CH2:18]3)=[O:16])[CH:13]=2)[C:8]([C:23]2[CH2:28][CH2:27][CH:26]([C:29]([O:31]C(C)(C)C)=[O:30])[CH2:25][CH:24]=2)=[N:7]1)=[O:5].C(O)(C(F)(F)F)=O. (2) Given the product [CH3:13][C:14]1([C:21]2[CH:26]=[CH:25][CH:24]=[CH:23][CH:22]=2)[CH2:19][CH2:18][CH2:17][NH:16][C:15]1=[O:20].[CH3:13][C:14]1([C:21]2[CH:26]=[CH:25][CH:24]=[CH:23][CH:22]=2)[CH2:19][CH2:18][CH2:17][N:16]([CH2:7][C:8]([OH:10])=[O:9])[C:15]1=[O:20], predict the reactants needed to synthesize it. The reactants are: C1([CH2:7][C:8]([O:10]CC)=[O:9])C=CC=CC=1.[CH3:13][C:14]1([C:21]2[CH:26]=[CH:25][CH:24]=[CH:23][CH:22]=2)[CH2:19][CH2:18][CH2:17][NH:16][C:15]1=[O:20].CC(C)([O-])C.[K+].BrCC(OCC)=O.[OH-].[Na+]. (3) Given the product [Cl:21][C:7]1[N:6]2[N:13]=[C:14]([CH2:16][O:17][CH3:18])[N:15]=[C:5]2[C:4]2[CH:3]=[C:2]([Cl:1])[CH:11]=[N:10][C:9]=2[N:8]=1, predict the reactants needed to synthesize it. The reactants are: [Cl:1][C:2]1[CH:11]=[N:10][C:9]2[N:8]=[C:7](O)[N:6]3[N:13]=[C:14]([CH2:16][O:17][CH3:18])[N:15]=[C:5]3[C:4]=2[CH:3]=1.O=P(Cl)(Cl)[Cl:21].CCN(C(C)C)C(C)C. (4) Given the product [CH3:1][O:2][C:3]1[CH:11]=[CH:10][CH:9]=[CH:8][C:4]=1[CH2:5][CH2:6][NH:7][S:18]([C:15]1[CH:16]=[CH:17][C:12]([CH3:22])=[CH:13][CH:14]=1)(=[O:20])=[O:19], predict the reactants needed to synthesize it. The reactants are: [CH3:1][O:2][C:3]1[CH:11]=[CH:10][CH:9]=[CH:8][C:4]=1[CH2:5][CH2:6][NH2:7].[C:12]1([CH3:22])[CH:17]=[CH:16][C:15]([S:18](Cl)(=[O:20])=[O:19])=[CH:14][CH:13]=1.FC1C=CC(OC2C=CC(S(NCCC3C=CC=CC=3OC)(=O)=O)=CC=2)=CC=1. (5) Given the product [N:1]([CH2:4][C@H:5]1[CH2:10][NH:9][C:8]2[CH:11]=[CH:12][CH:13]=[C:14]([C:20]3[CH:21]=[CH:22][C:17]([Cl:16])=[CH:18][C:19]=3[CH3:26])[C:7]=2[O:6]1)=[N+:2]=[N-:3], predict the reactants needed to synthesize it. The reactants are: [N:1]([CH2:4][C@@H:5]1[CH2:10][NH:9][C:8]2[CH:11]=[CH:12][CH:13]=[C:14](Br)[C:7]=2[O:6]1)=[N+:2]=[N-:3].[Cl:16][C:17]1[CH:22]=[CH:21][C:20](B(O)O)=[C:19]([CH3:26])[CH:18]=1. (6) The reactants are: [CH3:1][O:2][C:3]1[N:4]=[CH:5][S:6][CH:7]=1.[CH2:8](O)[CH2:9][CH2:10][CH2:11][CH2:12][CH2:13][CH2:14][CH2:15][CH2:16][CH2:17][CH2:18]C.O.C1(C)C=CC(S(O)(=O)=O)=CC=1. Given the product [CH2:1]([O:2][C:3]1[N:4]=[CH:5][S:6][CH:7]=1)[CH2:18][CH2:17][CH2:16][CH2:15][CH2:14][CH2:13][CH2:12][CH2:11][CH2:10][CH2:9][CH3:8], predict the reactants needed to synthesize it.